Predict the product of the given reaction. From a dataset of Forward reaction prediction with 1.9M reactions from USPTO patents (1976-2016). (1) Given the reactants [Cl:1][C:2]1[C:7]([CH3:8])=[CH:6][C:5]([O:9][CH3:10])=[C:4]([CH3:11])[C:3]=1[C:12]1[C:21]2[N:20]=[CH:19][CH:18]=[N:17][C:16]=2[C:15]([C:22]([OH:24])=O)=[CH:14][CH:13]=1.Cl.[CH2:26]([N:28]1[CH2:33][CH2:32][N:31]([CH2:34][C:35]2[CH:36]=[CH:37][C:38]([NH2:41])=[N:39][CH:40]=2)[CH2:30][CH2:29]1)[CH3:27], predict the reaction product. The product is: [CH2:26]([N:28]1[CH2:29][CH2:30][N:31]([CH2:34][C:35]2[CH:36]=[CH:37][C:38]([NH:41][C:22]([C:15]3[C:16]4[N:17]=[CH:18][CH:19]=[N:20][C:21]=4[C:12]([C:3]4[C:4]([CH3:11])=[C:5]([O:9][CH3:10])[CH:6]=[C:7]([CH3:8])[C:2]=4[Cl:1])=[CH:13][CH:14]=3)=[O:24])=[N:39][CH:40]=2)[CH2:32][CH2:33]1)[CH3:27]. (2) Given the reactants [Cl:1][C:2]1[CH:7]=[CH:6][C:5]([C:8]2([CH:12]([C:22]3[CH:27]=[CH:26][CH:25]=[C:24]([CH2:28][N:29]([CH3:36])[S:30]([CH2:33][CH2:34][CH3:35])(=[O:32])=[O:31])[CH:23]=3)[CH2:13][NH:14]C(=O)OC(C)(C)C)[CH2:11][CH2:10][CH2:9]2)=[CH:4][CH:3]=1.Cl, predict the reaction product. The product is: [ClH:1].[NH2:14][CH2:13][CH:12]([C:22]1[CH:23]=[C:24]([CH:25]=[CH:26][CH:27]=1)[CH2:28][N:29]([CH3:36])[S:30]([CH2:33][CH2:34][CH3:35])(=[O:32])=[O:31])[C:8]1([C:5]2[CH:4]=[CH:3][C:2]([Cl:1])=[CH:7][CH:6]=2)[CH2:9][CH2:10][CH2:11]1.